This data is from Forward reaction prediction with 1.9M reactions from USPTO patents (1976-2016). The task is: Predict the product of the given reaction. (1) Given the reactants [NH2:1][C:2]1[CH:6]=[C:5]([CH3:7])[N:4]([CH3:8])[N:3]=1.C(N(CC)CC)C.[F:16][C:17]1[C:25]([C:26]([F:29])([F:28])[F:27])=[CH:24][CH:23]=[CH:22][C:18]=1[C:19](Cl)=[O:20], predict the reaction product. The product is: [CH3:8][N:4]1[C:5]([CH3:7])=[CH:6][C:2]([NH:1][C:19](=[O:20])[C:18]2[CH:22]=[CH:23][CH:24]=[C:25]([C:26]([F:27])([F:28])[F:29])[C:17]=2[F:16])=[N:3]1. (2) Given the reactants [CH:1]1[C:10]2[C:5](=[CH:6][CH:7]=[CH:8][CH:9]=2)[CH:4]=[CH:3][C:2]=1[C:11]1[CH:16]=[CH:15][N:14]=[C:13]([N:17]2[CH2:22][CH2:21][CH:20]([CH2:23][OH:24])[CH2:19][CH2:18]2)[N:12]=1, predict the reaction product. The product is: [CH:1]1[C:10]2[C:5](=[CH:6][CH:7]=[CH:8][CH:9]=2)[CH:4]=[CH:3][C:2]=1[C:11]1[CH:16]=[CH:15][N:14]=[C:13]([N:17]2[CH2:22][CH2:21][CH:20]([CH:23]=[O:24])[CH2:19][CH2:18]2)[N:12]=1.